From a dataset of Forward reaction prediction with 1.9M reactions from USPTO patents (1976-2016). Predict the product of the given reaction. (1) The product is: [Cl:23][C:24]1[CH:25]=[C:26]2[C:30](=[CH:31][CH:32]=1)[NH:29][CH:28]=[C:27]2[CH2:33][CH2:34][NH:35][C:11]([C:8]1[N:7]=[C:6]([CH2:5][C:4]2[CH:16]=[C:17]([O:20][CH3:21])[CH:18]=[CH:19][C:3]=2[O:2][CH3:1])[O:10][N:9]=1)=[O:13]. Given the reactants [CH3:1][O:2][C:3]1[CH:19]=[CH:18][C:17]([O:20][CH3:21])=[CH:16][C:4]=1[CH2:5][C:6]1[O:10][N:9]=[C:8]([C:11]([O:13]CC)=O)[N:7]=1.Cl.[Cl:23][C:24]1[CH:25]=[C:26]2[C:30](=[CH:31][CH:32]=1)[NH:29][CH:28]=[C:27]2[CH2:33][CH2:34][NH2:35].CN(C(ON1N=NC2C=CC=NC1=2)=[N+](C)C)C.F[P-](F)(F)(F)(F)F.C(N(CC)C(C)C)(C)C, predict the reaction product. (2) Given the reactants Cl[C:2]1[N:26]=[CH:25][CH:24]=[CH:23][C:3]=1[C:4]([N:6]([C:10]1[CH:15]=[CH:14][C:13]([CH2:16][CH2:17][C:18]([O:20][CH2:21][CH3:22])=[O:19])=[CH:12][CH:11]=1)[CH2:7][O:8][CH3:9])=[O:5].C(P(CCCC)CCCC)CCC.C(=O)([O-])[O-].[K+].[K+].O, predict the reaction product. The product is: [CH3:9][O:8][CH2:7][N:6]1[C:10]2[CH:15]=[CH:14][C:13]([CH2:16][CH2:17][C:18]([O:20][CH2:21][CH3:22])=[O:19])=[CH:12][C:11]=2[C:2]2[N:26]=[CH:25][CH:24]=[CH:23][C:3]=2[C:4]1=[O:5]. (3) Given the reactants [NH2:1][C:2]1[CH:10]=[CH:9][C:8]([O:11][CH3:12])=[CH:7][C:3]=1[C:4]([OH:6])=O.C(O)(=O)C.[O-:17][C:18]#[N:19].[K+].[OH-].[Na+], predict the reaction product. The product is: [CH3:12][O:11][C:8]1[CH:7]=[C:3]2[C:2](=[CH:10][CH:9]=1)[NH:1][C:18](=[O:17])[NH:19][C:4]2=[O:6]. (4) Given the reactants Br[CH2:2][C:3]([C:5]1[CH:10]=[C:9]([CH:11]([CH3:13])[CH3:12])[C:8]([OH:14])=[C:7]([CH:15]([CH3:17])[CH3:16])[CH:6]=1)=[O:4].[OH:18][C:19]1[CH:26]=[CH:25][C:22]([CH:23]=[O:24])=[CH:21][C:20]=1[O:27][CH3:28].C(OCC)(=O)C.C(=O)([O-])[O-].[K+].[K+].Cl, predict the reaction product. The product is: [CH:15]([C:7]1[CH:6]=[C:5]([C:3](=[O:4])[CH2:2][O:18][C:19]2[CH:26]=[CH:25][C:22]([CH:23]=[O:24])=[CH:21][C:20]=2[O:27][CH3:28])[CH:10]=[C:9]([CH:11]([CH3:13])[CH3:12])[C:8]=1[OH:14])([CH3:17])[CH3:16]. (5) Given the reactants [NH2:1][C:2]1[C:11]2[C:6](=[CH:7][C:8]([Cl:13])=[CH:9][C:10]=2[Cl:12])[N:5]=[C:4]([C:14]([O:16][CH2:17][CH3:18])=[O:15])[CH:3]=1.[C:19]1([N:25]([C:29]2[CH:34]=[CH:33][CH:32]=[CH:31][CH:30]=2)[C:26](Cl)=[O:27])[CH:24]=[CH:23][CH:22]=[CH:21][CH:20]=1.[H-].[Na+], predict the reaction product. The product is: [Cl:12][C:10]1[CH:9]=[C:8]([Cl:13])[CH:7]=[C:6]2[C:11]=1[C:2]([NH:1][C:26]([N:25]([C:19]1[CH:24]=[CH:23][CH:22]=[CH:21][CH:20]=1)[C:29]1[CH:34]=[CH:33][CH:32]=[CH:31][CH:30]=1)=[O:27])=[CH:3][C:4]([C:14]([O:16][CH2:17][CH3:18])=[O:15])=[N:5]2. (6) Given the reactants Cl[C:2]1[C:7]([N+:8]([O-:10])=[O:9])=[CH:6][C:5]([CH3:11])=[CH:4][C:3]=1[CH3:12].[Cu][C:14]#[N:15], predict the reaction product. The product is: [CH3:12][C:3]1[CH:4]=[C:5]([CH3:11])[CH:6]=[C:7]([N+:8]([O-:10])=[O:9])[C:2]=1[C:14]#[N:15]. (7) Given the reactants [C:1]([C:4]1[C:12]2[C:7](=[CH:8][CH:9]=[C:10]([C:13]3[CH:14]=[N:15][C:16]([O:19][CH3:20])=[N:17][CH:18]=3)[CH:11]=2)[N:6]([CH2:21][C:22]([O:24]C(C)(C)C)=[O:23])[CH:5]=1)(=[O:3])[CH3:2], predict the reaction product. The product is: [C:1]([C:4]1[C:12]2[C:7](=[CH:8][CH:9]=[C:10]([C:13]3[CH:14]=[N:15][C:16]([O:19][CH3:20])=[N:17][CH:18]=3)[CH:11]=2)[N:6]([CH2:21][C:22]([OH:24])=[O:23])[CH:5]=1)(=[O:3])[CH3:2].